From a dataset of Reaction yield outcomes from USPTO patents with 853,638 reactions. Predict the reaction yield, written as a fraction of the theoretical maximum amount of product (1.0 means a 100% yield; for example, 0.34 means a 34% yield). (1) The product is [F:25][C:11]1[C:12]([CH2:15][N:16]([CH3:24])[C:17](=[O:23])[O:18][C:19]([CH3:21])([CH3:22])[CH3:20])=[CH:13][N:14]([S:46]([C:43]2[CH:44]=[CH:45][S:41][CH:42]=2)(=[O:48])=[O:47])[C:10]=1[C:9]1[C:4]([F:3])=[N:5][CH:6]=[CH:7][CH:8]=1. The catalyst is O1CCCC1.O. The yield is 0.910. The reactants are [H-].[Na+].[F:3][C:4]1[C:9]([C:10]2[NH:14][CH:13]=[C:12]([CH2:15][N:16]([CH3:24])[C:17](=[O:23])[O:18][C:19]([CH3:22])([CH3:21])[CH3:20])[C:11]=2[F:25])=[CH:8][CH:7]=[CH:6][N:5]=1.C1OCCOCCOCCOCCOC1.[S:41]1[CH:45]=[CH:44][C:43]([S:46](Cl)(=[O:48])=[O:47])=[CH:42]1. (2) The reactants are [CH2:1]([O:4][N:5]([C@H:18]1[CH2:23][NH:22][C@H:21]([C:24]([NH2:26])=[O:25])[C:20]([CH3:27])=[C:19]1[CH3:28])S(C1C=CC=CC=1[N+]([O-])=O)(=O)=O)[CH:2]=[CH2:3].C(ON[C@@H]1C(C)=C[C@@H](CO[Si](C(C)(C)C)(C)C)NC1)C=C. The catalyst is CO.ClCCl. The product is [CH2:1]([O:4][NH:5][C@H:18]1[CH2:23][NH:22][C@H:21]([C:24]([NH2:26])=[O:25])[C:20]([CH3:27])=[C:19]1[CH3:28])[CH:2]=[CH2:3]. The yield is 0.689. (3) The reactants are [C:1]1([C:7]2[S:8][C:9]([CH2:12][CH2:13][NH2:14])=[CH:10][N:11]=2)[CH:6]=[CH:5][CH:4]=[CH:3][CH:2]=1.[F:15][C:16]([F:32])([F:31])[C:17]1[O:21][N:20]=[C:19]([C:22]2[CH:23]=[C:24]([CH:28]=[CH:29][CH:30]=2)[C:25](O)=[O:26])[N:18]=1. No catalyst specified. The product is [C:1]1([C:7]2[S:8][C:9]([CH2:12][CH2:13][NH:14][C:25](=[O:26])[C:24]3[CH:28]=[CH:29][CH:30]=[C:22]([C:19]4[N:18]=[C:17]([C:16]([F:32])([F:31])[F:15])[O:21][N:20]=4)[CH:23]=3)=[CH:10][N:11]=2)[CH:2]=[CH:3][CH:4]=[CH:5][CH:6]=1. The yield is 0.270. (4) The reactants are [CH2:1]([O:3][C:4]([C:6]1([NH:11][C:12]([CH:14]2[NH:18][CH2:17][CH:16]([O:19][C:20](=[O:30])[C:21]3[CH:26]=[CH:25][C:24]([N+:27]([O-:29])=[O:28])=[CH:23][CH:22]=3)[CH2:15]2)=[O:13])[CH2:8][CH:7]1[CH:9]=[CH2:10])=[O:5])[CH3:2].[C:31]([O-:34])(O)=O.[Na+].C(Cl)(Cl)=O.C1(C)C=CC=CC=1.[CH2:47]([NH:54][CH2:55][C:56]1[CH:61]=[CH:60][C:59]([O:62][CH3:63])=[CH:58][CH:57]=1)[CH2:48][CH2:49][CH2:50][CH:51]=[CH:52][CH3:53]. The catalyst is C1COCC1. The product is [CH2:1]([O:3][C:4]([C:6]1([NH:11][C:12]([CH:14]2[N:18]([C:31](=[O:34])[N:54]([CH2:47][CH2:48][CH2:49][CH2:50][CH2:51][CH:52]=[CH2:53])[CH2:55][C:56]3[CH:61]=[CH:60][C:59]([O:62][CH3:63])=[CH:58][CH:57]=3)[CH2:17][CH:16]([O:19][C:20](=[O:30])[C:21]3[CH:22]=[CH:23][C:24]([N+:27]([O-:29])=[O:28])=[CH:25][CH:26]=3)[CH2:15]2)=[O:13])[CH2:8][CH:7]1[CH:9]=[CH2:10])=[O:5])[CH3:2]. The yield is 0.900. (5) The reactants are S(=O)(=O)(O)O.[N+:6]([O-:9])(O)=[O:7].[N:10]1[CH:15]=[CH:14][CH:13]=[C:12]([N:16]2[CH:20]=[CH:19][NH:18][CH2:17]2)[CH:11]=1.C([O-])(O)=O.[Na+]. No catalyst specified. The product is [N+:6]([CH:17]1[N:16]([C:12]2[CH:11]=[N:10][CH:15]=[CH:14][CH:13]=2)[CH:20]=[CH:19][NH:18]1)([O-:9])=[O:7]. The yield is 0.990. (6) The reactants are [Cl:1][C:2]1[N:3]=[C:4]([N:13]2[CH2:18][CH2:17][O:16][CH2:15][CH2:14]2)[C:5]2[S:10][C:9]([CH2:11]O)=[CH:8][C:6]=2[N:7]=1.C1(P(C2C=CC=CC=2)C2C=CC=CC=2)C=CC=CC=1.C(Br)(Br)(Br)[Br:39]. The catalyst is C(Cl)Cl. The product is [Br:39][CH2:11][C:9]1[S:10][C:5]2[C:4]([N:13]3[CH2:18][CH2:17][O:16][CH2:15][CH2:14]3)=[N:3][C:2]([Cl:1])=[N:7][C:6]=2[CH:8]=1. The yield is 0.460. (7) The reactants are [S:1]1[C:5]2[CH:6]=[CH:7][CH:8]=[CH:9][C:4]=2[N:3]=[C:2]1OC1C=CC(CC=O)=CC=1.[CH3:20][O:21][C:22](=[O:31])[CH2:23][C:24]1[CH:29]=[CH:28][C:27]([OH:30])=[CH:26][CH:25]=1.ClC1SC2C=CC=CC=2N=1.C([O-])([O-])=O.[Cs+].[Cs+]. The catalyst is CC#N. The product is [CH3:20][O:21][C:22](=[O:31])[CH2:23][C:24]1[CH:29]=[CH:28][C:27]([O:30][C:2]2[S:1][C:5]3[CH:6]=[CH:7][CH:8]=[CH:9][C:4]=3[N:3]=2)=[CH:26][CH:25]=1. The yield is 0.950.